This data is from Forward reaction prediction with 1.9M reactions from USPTO patents (1976-2016). The task is: Predict the product of the given reaction. (1) Given the reactants [CH:1]1([C:6]2[CH:7]=[C:8]([CH:12]=[CH:13][C:14]=2[O:15][CH3:16])[C:9]([OH:11])=O)[CH2:5][CH2:4][CH2:3][CH2:2]1.C(Cl)(=O)C(Cl)=O.[Sn](Cl)(Cl)(Cl)Cl.[CH2:28]([C:35]1[O:36][C:37]([CH3:41])=[C:38]([CH3:40])[CH:39]=1)[C:29]1[CH:34]=[CH:33][CH:32]=[CH:31][CH:30]=1, predict the reaction product. The product is: [CH2:28]([C:35]1[O:36][C:37]([CH3:41])=[C:38]([CH3:40])[C:39]=1[C:9]([C:8]1[CH:12]=[CH:13][C:14]([O:15][CH3:16])=[C:6]([CH:1]2[CH2:2][CH2:3][CH2:4][CH2:5]2)[CH:7]=1)=[O:11])[C:29]1[CH:30]=[CH:31][CH:32]=[CH:33][CH:34]=1. (2) Given the reactants [CH2:1]([N:3]([C:31](=O)[C:32]1[CH:37]=[CH:36][C:35]([OH:38])=[CH:34][CH:33]=1)[C:4]1[CH:9]=[C:8]([O:10][CH3:11])[C:7]([O:12][CH3:13])=[CH:6][C:5]=1[CH:14]1[CH2:23][CH2:22][C:21]2[CH:20]=[C:19]([O:24]C(=O)C(C)(C)C)[CH:18]=[CH:17][C:16]=2[CH2:15]1)[CH3:2].Br[CH2:41][C:42]([N:44]1[C:49]([CH3:51])([CH3:50])[CH2:48][CH2:47][CH2:46][C:45]1([CH3:53])[CH3:52])=O, predict the reaction product. The product is: [CH2:1]([N:3]([CH2:31][C:32]1[CH:33]=[CH:34][C:35]([O:38][CH2:41][CH2:42][N:44]2[C:49]([CH3:51])([CH3:50])[CH2:48][CH2:47][CH2:46][C:45]2([CH3:53])[CH3:52])=[CH:36][CH:37]=1)[C:4]1[CH:9]=[C:8]([O:10][CH3:11])[C:7]([O:12][CH3:13])=[CH:6][C:5]=1[CH:14]1[CH2:23][CH2:22][C:21]2[CH:20]=[C:19]([OH:24])[CH:18]=[CH:17][C:16]=2[CH2:15]1)[CH3:2]. (3) Given the reactants [OH:1][C:2]([C:5]1[C:6]2[N:7]([C:11]([C:14]3[CH:19]=[CH:18][N:17]=[C:16]([NH:20][CH:21]4[CH2:26][CH2:25][CH:24]([C:27](O)=[O:28])[CH2:23][CH2:22]4)[N:15]=3)=[CH:12][N:13]=2)[CH:8]=[CH:9][CH:10]=1)([CH3:4])[CH3:3].F[P-](F)(F)(F)(F)F.N1(O[P+](N(C)C)(N(C)C)N(C)C)C2C=CC=CC=2N=N1.CCN(C(C)C)C(C)C.[NH:66]1[CH2:71][CH2:70][CH:69]([OH:72])[CH2:68][CH2:67]1, predict the reaction product. The product is: [OH:1][C:2]([C:5]1[C:6]2[N:7]([C:11]([C:14]3[CH:19]=[CH:18][N:17]=[C:16]([NH:20][CH:21]4[CH2:26][CH2:25][CH:24]([C:27]([N:66]5[CH2:71][CH2:70][CH:69]([OH:72])[CH2:68][CH2:67]5)=[O:28])[CH2:23][CH2:22]4)[N:15]=3)=[CH:12][N:13]=2)[CH:8]=[CH:9][CH:10]=1)([CH3:3])[CH3:4].